Predict the product of the given reaction. From a dataset of Forward reaction prediction with 1.9M reactions from USPTO patents (1976-2016). (1) Given the reactants [NH2:1][C:2]1[CH:3]=[N:4][C:5]2[C:10]([C:11]=1[NH:12][CH2:13][CH2:14][O:15][CH2:16][CH2:17][NH:18][C:19](=[O:25])[O:20][C:21]([CH3:24])([CH3:23])[CH3:22])=[CH:9][CH:8]=[CH:7][CH:6]=2.C(N(CC)CC)C.[CH3:33][O:34][CH2:35][CH2:36][C:37](Cl)=O.C, predict the reaction product. The product is: [CH3:33][O:34][CH2:35][CH2:36][C:37]1[N:12]([CH2:13][CH2:14][O:15][CH2:16][CH2:17][NH:18][C:19](=[O:25])[O:20][C:21]([CH3:22])([CH3:24])[CH3:23])[C:11]2[C:10]3[CH:9]=[CH:8][CH:7]=[CH:6][C:5]=3[N:4]=[CH:3][C:2]=2[N:1]=1. (2) The product is: [O:11]([C:18]1[C:19]([NH:31][C:9]2[S:10][C:2]3[C:7]([N:8]=2)=[CH:6][CH:5]=[CH:4][N:3]=3)=[N:20][CH:21]=[C:22]([S:24][C:25]2[CH:30]=[CH:29][N:28]=[CH:27][CH:26]=2)[CH:23]=1)[C:12]1[CH:17]=[CH:16][CH:15]=[CH:14][CH:13]=1. Given the reactants Cl[C:2]1[C:7]([N:8]=[C:9]=[S:10])=[CH:6][CH:5]=[CH:4][N:3]=1.[O:11]([C:18]1[C:19]([NH2:31])=[N:20][CH:21]=[C:22]([S:24][C:25]2[CH:30]=[CH:29][N:28]=[CH:27][CH:26]=2)[CH:23]=1)[C:12]1[CH:17]=[CH:16][CH:15]=[CH:14][CH:13]=1, predict the reaction product. (3) Given the reactants [C:1]([C:5]1[CH:10]=[CH:9][C:8](Br)=[CH:7][CH:6]=1)([CH3:4])([CH3:3])[CH3:2].[F-].[K+].[CH2:14](B(O)O)[CH2:15][CH2:16][CH3:17], predict the reaction product. The product is: [C:1]([C:5]1[CH:10]=[CH:9][C:8]([CH2:14][CH2:15][CH2:16][CH3:17])=[CH:7][CH:6]=1)([CH3:4])([CH3:3])[CH3:2]. (4) Given the reactants C(OC([N:8]1[CH2:13][CH2:12][CH:11]([CH2:14][CH2:15][CH2:16][C:17]2[CH:18]=[N:19][C:20]3[C:25]([CH:26]=2)=[CH:24][CH:23]=[CH:22][CH:21]=3)[CH2:10][CH2:9]1)=O)(C)(C)C.[ClH:27], predict the reaction product. The product is: [ClH:27].[ClH:27].[N:19]1[C:20]2[C:25](=[CH:24][CH:23]=[CH:22][CH:21]=2)[CH:26]=[C:17]([CH2:16][CH2:15][CH2:14][CH:11]2[CH2:12][CH2:13][NH:8][CH2:9][CH2:10]2)[CH:18]=1. (5) Given the reactants [Na].[C:2]([O:12][CH2:13][CH3:14])(=[O:11])[CH2:3][C:4]([C:6](OCC)=[O:7])=O.Cl.[NH2:16][NH2:17], predict the reaction product. The product is: [CH2:13]([O:12][C:2]([C:3]1[NH:16][N:17]=[C:6]([OH:7])[CH:4]=1)=[O:11])[CH3:14]. (6) Given the reactants [CH2:1]([NH:3][C:4](N1C=CN=C1)=[O:5])[CH3:2].Cl.[C@@H:12]12[NH:19][C@@H:16]([CH2:17][CH2:18]1)[CH2:15][N:14]([C:20]1[CH:25]=[CH:24][N:23]=[C:22]([NH:26][C:27]3[CH:28]=[N:29][N:30]([CH3:32])[CH:31]=3)[N:21]=1)[CH2:13]2, predict the reaction product. The product is: [CH2:1]([NH:3][C:4]([N:19]1[C@H:16]2[CH2:17][CH2:18][C@@H:12]1[CH2:13][N:14]([C:20]1[CH:25]=[CH:24][N:23]=[C:22]([NH:26][C:27]3[CH:28]=[N:29][N:30]([CH3:32])[CH:31]=3)[N:21]=1)[CH2:15]2)=[O:5])[CH3:2]. (7) Given the reactants [CH3:1][O:2][C:3]([C:5]1[CH:10]=[CH:9][CH:8]=[CH:7][C:6]=1[NH:11][C:12]([CH:14]1[CH2:19][CH2:18][N:17](C(OC(C)(C)C)=O)[CH2:16][CH2:15]1)=[O:13])=[O:4], predict the reaction product. The product is: [NH:17]1[CH2:18][CH2:19][CH:14]([C:12]([NH:11][C:6]2[CH:7]=[CH:8][CH:9]=[CH:10][C:5]=2[C:3]([O:2][CH3:1])=[O:4])=[O:13])[CH2:15][CH2:16]1.